This data is from Forward reaction prediction with 1.9M reactions from USPTO patents (1976-2016). The task is: Predict the product of the given reaction. (1) Given the reactants [F:1][C:2]1[CH:3]=[N:4][C:5]([O:17][C:18]2[CH:23]=[CH:22][CH:21]=[C:20]([S:24][CH3:25])[CH:19]=2)=[C:6]([CH:16]=1)[C:7]([NH:9][CH:10]1[CH2:15][CH2:14][NH:13][CH2:12][CH2:11]1)=[O:8].ON1C2C=CC=CC=2N=N1.[CH3:36][N:37]1[CH2:42]C[O:40][CH2:39][CH2:38]1.CN(C)CC(O)=O.Cl.CN(C)CCCN=C=NCC, predict the reaction product. The product is: [NH3:4].[CH3:36][N:37]([CH3:42])[CH2:38][C:39]([N:13]1[CH2:12][CH2:11][CH:10]([NH:9][C:7](=[O:8])[C:6]2[CH:16]=[C:2]([F:1])[CH:3]=[N:4][C:5]=2[O:17][C:18]2[CH:23]=[CH:22][CH:21]=[C:20]([S:24][CH3:25])[CH:19]=2)[CH2:15][CH2:14]1)=[O:40]. (2) Given the reactants O=[C:2]([C:23]#[C:24][CH3:25])[CH2:3][N:4]([S:15]([C:18]1[S:19][CH:20]=[CH:21][CH:22]=1)(=[O:17])=[O:16])[CH2:5][CH2:6][NH:7]C(=O)OC(C)(C)C.C(O[BH-](OC(=O)C)OC(=O)C)(=O)C.[Na+].C(O)(C(F)(F)F)=O, predict the reaction product. The product is: [C:23]([CH:2]1[NH:7][CH2:6][CH2:5][N:4]([S:15]([C:18]2[S:19][CH:20]=[CH:21][CH:22]=2)(=[O:17])=[O:16])[CH2:3]1)#[C:24][CH3:25].